This data is from Full USPTO retrosynthesis dataset with 1.9M reactions from patents (1976-2016). The task is: Predict the reactants needed to synthesize the given product. Given the product [Cl:1][C:2]1[C:7]([F:8])=[CH:6][C:5]2[C:9]3([CH2:24][O:25][C:4]=2[CH:3]=1)[C:17]1[C:12](=[CH:13][CH:14]=[CH:15][CH:16]=1)[N:11]([CH2:18][CH2:19][CH2:20][CH2:21][CH3:22])[C:10]3=[O:23], predict the reactants needed to synthesize it. The reactants are: [Cl:1][C:2]1[C:7]([F:8])=[CH:6][C:5]([C:9]2([CH2:24][OH:25])[C:17]3[C:12](=[CH:13][CH:14]=[CH:15][CH:16]=3)[N:11]([CH2:18][CH2:19][CH2:20][CH2:21][CH3:22])[C:10]2=[O:23])=[C:4](O)[CH:3]=1.C1(CCN2C3C(=CC=CC=3)C(C3C(O)=CC4OCOC=4C=3)(CO)C2=O)CC1.